This data is from Reaction yield outcomes from USPTO patents with 853,638 reactions. The task is: Predict the reaction yield, written as a fraction of the theoretical maximum amount of product (1.0 means a 100% yield; for example, 0.34 means a 34% yield). The reactants are [Si]([O:8][CH2:9][C:10]1[CH:11]=[C:12]([CH:15]=[CH:16][CH:17]=1)[CH2:13][NH2:14])(C(C)(C)C)(C)C.CCN(CC)CC.[C:25](O[C:25]([O:27][C:28]([CH3:31])([CH3:30])[CH3:29])=[O:26])([O:27][C:28]([CH3:31])([CH3:30])[CH3:29])=[O:26]. The catalyst is C(Cl)Cl.O. The product is [C:28]([O:27][C:25](=[O:26])[NH:14][CH2:13][C:12]1[CH:15]=[CH:16][CH:17]=[C:10]([CH2:9][OH:8])[CH:11]=1)([CH3:31])([CH3:30])[CH3:29]. The yield is 0.460.